Dataset: Forward reaction prediction with 1.9M reactions from USPTO patents (1976-2016). Task: Predict the product of the given reaction. Given the reactants [F:1][C:2]1[CH:3]=[C:4]([C:8]2[CH:13]=[CH:12][C:11]([C:14](=O)[CH2:15][CH2:16][C:17]([OH:19])=[O:18])=[CH:10][CH:9]=2)[CH:5]=[CH:6][CH:7]=1.Cl.[NH2:22][OH:23].C(=O)([O-])[O-].[Na+].[Na+], predict the reaction product. The product is: [F:1][C:2]1[CH:3]=[C:4]([C:8]2[CH:13]=[CH:12][C:11]([C:14](=[N:22][OH:23])[CH2:15][CH2:16][C:17]([OH:19])=[O:18])=[CH:10][CH:9]=2)[CH:5]=[CH:6][CH:7]=1.